Dataset: Forward reaction prediction with 1.9M reactions from USPTO patents (1976-2016). Task: Predict the product of the given reaction. Given the reactants FC1C=[CH:6][C:5]([C:8]2[C:9]([NH2:37])=[N:10][CH:11]=[N:12][C:13]=2[N:14]2[CH2:19][CH2:18][CH:17]([C:20]3[N:21]([CH3:36])[CH:22]=[C:23]([C:25]4[CH:30]=[CH:29][C:28]([F:31])=[C:27]([C:32]([F:35])([F:34])[F:33])[CH:26]=4)[N:24]=3)[CH2:16][CH2:15]2)=[CH:4]C=1.[N:38]1C=C(B(O)O)C=[N:40][CH:39]=1, predict the reaction product. The product is: [F:31][C:28]1[CH:29]=[CH:30][C:25]([C:23]2[N:24]=[C:20]([CH:17]3[CH2:16][CH2:15][N:14]([C:13]4[N:12]=[CH:11][N:10]=[C:9]([NH2:37])[C:8]=4[C:5]4[CH:4]=[N:38][CH:39]=[N:40][CH:6]=4)[CH2:19][CH2:18]3)[N:21]([CH3:36])[CH:22]=2)=[CH:26][C:27]=1[C:32]([F:33])([F:35])[F:34].